This data is from Reaction yield outcomes from USPTO patents with 853,638 reactions. The task is: Predict the reaction yield, written as a fraction of the theoretical maximum amount of product (1.0 means a 100% yield; for example, 0.34 means a 34% yield). (1) The reactants are [Cl:1][C:2]1[CH:11]=[CH:10][C:9]2[N:8]([CH2:12][CH2:13][CH2:14][N:15]([CH3:17])[CH3:16])[C:7](=[O:18])[C:6]3[C:19]([CH3:28])=[N:20][N:21](C4CCCCO4)[C:5]=3[C:4]=2[CH:3]=1. The catalyst is Cl.CO. The product is [ClH:1].[Cl:1][C:2]1[CH:11]=[CH:10][C:9]2[N:8]([CH2:12][CH2:13][CH2:14][N:15]([CH3:17])[CH3:16])[C:7](=[O:18])[C:6]3=[C:19]([CH3:28])[NH:20][N:21]=[C:5]3[C:4]=2[CH:3]=1. The yield is 0.980. (2) The reactants are [F:1][C:2]1[C:10]([C:11]([F:14])([F:13])[F:12])=[N:9][CH:8]=[CH:7][C:3]=1[C:4]([OH:6])=O.F[P-](F)(F)(F)(F)F.N1(O[P+](N(C)C)(N(C)C)N(C)C)C2C=CC=CC=2N=N1.[O:42]1[C:46]2([CH2:51][CH2:50][NH:49][CH2:48][CH2:47]2)[O:45][CH2:44][CH2:43]1.C(N(CC)CC)C.C(=O)(O)[O-].[Na+]. The catalyst is CN(C)C=O.CCO.O. The product is [F:1][C:2]1[C:10]([C:11]([F:14])([F:13])[F:12])=[N:9][CH:8]=[CH:7][C:3]=1[C:4]([N:49]1[CH2:50][CH2:51][C:46]2([O:45][CH2:44][CH2:43][O:42]2)[CH2:47][CH2:48]1)=[O:6]. The yield is 0.831. (3) The reactants are Cl[C:2]1[C:7]([CH:8]=[O:9])=[C:6]([N:10]2[CH2:22][CH2:21][C:20]3[N:19]4[C:14]([CH2:15][CH2:16][CH2:17][CH2:18]4)=[C:13]([F:23])[C:12]=3[C:11]2=[O:24])[N:5]=[CH:4][CH:3]=1.[CH3:25][N:26]1[CH:31]=[C:30](B2OC(C)(C)C(C)(C)O2)[CH:29]=[C:28]([NH:41][C:42]2[CH:51]=[C:45]3[CH2:46][N:47]([CH3:50])[CH2:48][CH2:49][N:44]3[N:43]=2)[C:27]1=[O:52].C([O-])([O-])=O.[Na+].[Na+].CN(C=O)C. The catalyst is C1C=CC(P(C2C=CC=CC=2)[C-]2C=CC=C2)=CC=1.C1C=CC(P(C2C=CC=CC=2)[C-]2C=CC=C2)=CC=1.Cl[Pd]Cl.[Fe+2].O. The product is [F:23][C:13]1[C:12]2[C:11](=[O:24])[N:10]([C:6]3[C:7]([CH:8]=[O:9])=[C:2]([C:30]4[CH:29]=[C:28]([NH:41][C:42]5[CH:51]=[C:45]6[CH2:46][N:47]([CH3:50])[CH2:48][CH2:49][N:44]6[N:43]=5)[C:27](=[O:52])[N:26]([CH3:25])[CH:31]=4)[CH:3]=[CH:4][N:5]=3)[CH2:22][CH2:21][C:20]=2[N:19]2[C:14]=1[CH2:15][CH2:16][CH2:17][CH2:18]2. The yield is 0.560.